Dataset: Full USPTO retrosynthesis dataset with 1.9M reactions from patents (1976-2016). Task: Predict the reactants needed to synthesize the given product. (1) Given the product [CH2:1]([C@H:3]([NH:6][C:7]1[N:8]=[C:9]([C:20]2[CH:21]=[C:22]([Cl:28])[CH:23]=[C:24]([OH:26])[CH:25]=2)[C:10]2[C:15]([NH2:16])=[C:14]([C:17]([NH2:19])=[O:18])[S:13][C:11]=2[N:12]=1)[CH2:4][OH:5])[CH3:2], predict the reactants needed to synthesize it. The reactants are: [CH2:1]([C@H:3]([NH:6][C:7]1[N:8]=[C:9]([C:20]2[CH:25]=[C:24]([O:26]C)[CH:23]=[C:22]([Cl:28])[CH:21]=2)[C:10]2[C:15]([NH2:16])=[C:14]([C:17]([NH2:19])=[O:18])[S:13][C:11]=2[N:12]=1)[CH2:4][OH:5])[CH3:2].B(Br)(Br)Br.C([O-])(O)=O.[Na+]. (2) The reactants are: [CH3:1][O:2][C:3]1[CH:9]=[CH:8][C:6]([NH2:7])=[CH:5][CH:4]=1.Cl[C:11]1[CH2:12][C:13](C)(C)[CH2:14][C:15]2[C:16]=1SC[C@@H:19]([C:21]([O:23][CH2:24][CH3:25])=[O:22])[N:20]=2. Given the product [CH3:1][O:2][C:3]1[CH:9]=[CH:8][C:6](/[N:7]=[C:13]2/[CH:14]=[C:15]([NH:20][CH2:19][C:21]([O:23][CH2:24][CH3:25])=[O:22])[CH2:16][CH2:11][CH2:12]/2)=[CH:5][CH:4]=1, predict the reactants needed to synthesize it. (3) Given the product [Cl:1][C:2]1[N:10]=[C:9]2[C:5]([N:6]=[C:7]([CH2:12][CH2:13][N:26]3[CH2:27][C:24]([CH:21]([CH3:23])[CH3:22])([OH:28])[CH2:25]3)[N:8]2[CH3:11])=[C:4]([N:15]2[CH2:20][CH2:19][O:18][CH2:17][CH2:16]2)[N:3]=1, predict the reactants needed to synthesize it. The reactants are: [Cl:1][C:2]1[N:10]=[C:9]2[C:5]([N:6]=[C:7]([CH2:12][CH:13]=O)[N:8]2[CH3:11])=[C:4]([N:15]2[CH2:20][CH2:19][O:18][CH2:17][CH2:16]2)[N:3]=1.[CH:21]([C:24]1([OH:28])[CH2:27][NH:26][CH2:25]1)([CH3:23])[CH3:22].C(O[BH-](OC(=O)C)OC(=O)C)(=O)C.[Na+].